From a dataset of HIV replication inhibition screening data with 41,000+ compounds from the AIDS Antiviral Screen. Binary Classification. Given a drug SMILES string, predict its activity (active/inactive) in a high-throughput screening assay against a specified biological target. The molecule is COc1ccc(CNc2nc3ccc(C(F)(F)F)cc3nc2-c2ccccc2)cc1OC. The result is 0 (inactive).